This data is from Catalyst prediction with 721,799 reactions and 888 catalyst types from USPTO. The task is: Predict which catalyst facilitates the given reaction. (1) Reactant: [Cl:1][C:2]1[CH:7]=[C:6]([N+:8]([O-:10])=[O:9])[CH:5]=[CH:4][C:3]=1[CH2:11][CH2:12][OH:13].C(=O)(O)[O-].[Na+]. Product: [Cl:1][C:2]1[CH:7]=[C:6]([N+:8]([O-:10])=[O:9])[CH:5]=[CH:4][C:3]=1[CH2:11][CH:12]=[O:13]. The catalyst class is: 2. (2) Reactant: C(OC1C=CC(C[C:14]([O:25][C:26]2[CH:31]=[CH:30][C:29]([CH:32]([CH3:34])[CH3:33])=[CH:28][CH:27]=2)([C:20]([O:22][CH2:23][CH3:24])=[O:21])[C:15]([O:17][CH2:18][CH3:19])=[O:16])=CC=1)C1C=CC=CC=1. Product: [OH:25][C:26]1[CH:31]=[CH:30][C:29]([C:14]([O:25][C:26]2[CH:31]=[CH:30][C:29]([CH:32]([CH3:33])[CH3:34])=[CH:28][CH:27]=2)([C:20]([O:22][CH2:23][CH3:24])=[O:21])[C:15]([O:17][CH2:18][CH3:19])=[O:16])=[CH:28][CH:27]=1. The catalyst class is: 45. (3) Reactant: [C:1](OC(=O)C)(=[O:3])[CH3:2].[Cl:8][C:9]1[CH:10]=[CH:11][C:12]2[CH2:13][NH:14][CH2:15][C@@H:16]([C:20]3[CH:25]=[CH:24][CH:23]=[CH:22][CH:21]=3)[O:17][C:18]=2[N:19]=1. Product: [Cl:8][C:9]1[CH:10]=[CH:11][C:12]2[CH2:13][N:14]([C:1](=[O:3])[CH3:2])[CH2:15][C@@H:16]([C:20]3[CH:25]=[CH:24][CH:23]=[CH:22][CH:21]=3)[O:17][C:18]=2[N:19]=1. The catalyst class is: 4. (4) Reactant: Br[C:2]1[CH:8]=[CH:7][C:5]([NH2:6])=[C:4]([N+:9]([O-:11])=[O:10])[CH:3]=1.[B:12]1([B:12]2[O:16][C:15]([CH3:18])([CH3:17])[C:14]([CH3:20])([CH3:19])[O:13]2)[O:16][C:15]([CH3:18])([CH3:17])[C:14]([CH3:20])([CH3:19])[O:13]1.C([O-])(=O)C.[K+]. Product: [N+:9]([C:4]1[CH:3]=[C:2]([B:12]2[O:16][C:15]([CH3:18])([CH3:17])[C:14]([CH3:20])([CH3:19])[O:13]2)[CH:8]=[CH:7][C:5]=1[NH2:6])([O-:11])=[O:10]. The catalyst class is: 274. (5) Reactant: C[O:2][C:3](=[O:39])[C@H:4]([NH:7][C:8]([C:10]1[N:19]2[C:13]([CH2:14][N:15]([C:24](=[O:38])[C:25]3[CH:30]=[CH:29][C:28]([C:31]4[CH2:36][CH2:35][CH2:34][CH2:33][CH:32]=4)=[C:27]([CH3:37])[CH:26]=3)[C:16]3[CH:23]=[CH:22][CH:21]=[CH:20][C:17]=3[CH2:18]2)=[CH:12][CH:11]=1)=[O:9])[CH2:5][OH:6].[OH-].[Na+].Cl. Product: [C:31]1([C:28]2[CH:29]=[CH:30][C:25]([C:24]([N:15]3[C:16]4[CH:23]=[CH:22][CH:21]=[CH:20][C:17]=4[CH2:18][N:19]4[C:10]([C:8]([NH:7][C@H:4]([CH2:5][OH:6])[C:3]([OH:39])=[O:2])=[O:9])=[CH:11][CH:12]=[C:13]4[CH2:14]3)=[O:38])=[CH:26][C:27]=2[CH3:37])[CH2:36][CH2:35][CH2:34][CH2:33][CH:32]=1. The catalyst class is: 21. (6) Reactant: [F:1][C:2]1([F:24])[CH2:5][CH:4]([CH2:6][O:7][C:8]2[CH:16]=[C:15]3[C:11]([CH2:12][C:13]4([CH2:22][CH2:21][C:20](=[O:23])[CH2:19][CH2:18]4)[C:14]3=[O:17])=[CH:10][CH:9]=2)[CH2:3]1.CO.[B-][N+](C)(C)C.O.C(O)(=O)CC(CC(O)=O)(C(O)=O)O. Product: [F:1][C:2]1([F:24])[CH2:5][CH:4]([CH2:6][O:7][C:8]2[CH:16]=[C:15]3[C:11]([CH2:12][C:13]4([CH2:22][CH2:21][CH:20]([OH:23])[CH2:19][CH2:18]4)[C:14]3=[O:17])=[CH:10][CH:9]=2)[CH2:3]1. The catalyst class is: 20. (7) Reactant: Cl[C:2]1[C:7]([Cl:8])=[N:6][CH:5]=[CH:4][N:3]=1.[CH3:9][NH:10][CH2:11][CH2:12][O:13][C:14]1[CH:19]=[CH:18][CH:17]=[CH:16][CH:15]=1. Product: [Cl:8][C:7]1[C:2]([N:10]([CH3:9])[CH2:11][CH2:12][O:13][C:14]2[CH:19]=[CH:18][CH:17]=[CH:16][CH:15]=2)=[N:3][CH:4]=[CH:5][N:6]=1. The catalyst class is: 3.